This data is from Full USPTO retrosynthesis dataset with 1.9M reactions from patents (1976-2016). The task is: Predict the reactants needed to synthesize the given product. (1) Given the product [OH:49][C:43]([C:45]([F:48])([F:47])[F:46])=[O:44].[Cl:40][C:39]1[CH:38]=[CH:37][CH:36]=[C:35]([Cl:41])[C:34]=1[C:32]1[CH:31]=[C:30]([CH3:42])[C:28]2[N:29]=[C:24]([NH:23][C:20]3[CH:19]=[CH:18][C:17]([S:14]([N:11]4[CH2:10][CH2:9][NH:8][CH2:13][CH2:12]4)(=[O:16])=[O:15])=[CH:22][CH:21]=3)[N:25]=[N:26][C:27]=2[CH:33]=1, predict the reactants needed to synthesize it. The reactants are: C(OC([N:8]1[CH2:13][CH2:12][N:11]([S:14]([C:17]2[CH:22]=[CH:21][C:20]([NH:23][C:24]3[N:25]=[N:26][C:27]4[CH:33]=[C:32]([C:34]5[C:39]([Cl:40])=[CH:38][CH:37]=[CH:36][C:35]=5[Cl:41])[CH:31]=[C:30]([CH3:42])[C:28]=4[N:29]=3)=[CH:19][CH:18]=2)(=[O:16])=[O:15])[CH2:10][CH2:9]1)=O)(C)(C)C.[C:43]([OH:49])([C:45]([F:48])([F:47])[F:46])=[O:44]. (2) Given the product [C:14]([C:5]1[CH:6]=[C:7]([CH:8]=[C:3]([CH2:1][CH3:2])[N:4]=1)[C:9]([O:11][CH3:12])=[O:10])#[N:15], predict the reactants needed to synthesize it. The reactants are: [CH2:1]([C:3]1[CH:8]=[C:7]([C:9]([O:11][CH3:12])=[O:10])[CH:6]=[CH:5][N+:4]=1[O-])[CH3:2].[CH3:14][N:15](C)C(Cl)=O.C(N(CC)CC)C.C[Si](C#N)(C)C. (3) Given the product [Br:21][C:22]1[CH:30]=[C:29]2[C:25]([CH2:26][C:27](=[O:31])[N:28]2[C:9]([O:11][C:12]([CH3:13])([CH3:14])[CH3:15])=[O:10])=[CH:24][CH:23]=1, predict the reactants needed to synthesize it. The reactants are: [C:9](O[C:9]([O:11][C:12]([CH3:15])([CH3:14])[CH3:13])=[O:10])([O:11][C:12]([CH3:15])([CH3:14])[CH3:13])=[O:10].C(=O)([O-])O.[Na+].[Br:21][C:22]1[CH:30]=[C:29]2[C:25]([CH2:26][C:27](=[O:31])[NH:28]2)=[CH:24][CH:23]=1. (4) Given the product [Br:1][C:24]1[CH:25]=[CH:26][C:27]2[N:15]([C:10]3[CH:11]=[CH:12][CH:13]=[CH:14][N:9]=3)[C:16]3[C:21]([C:22]=2[CH:23]=1)=[CH:20][CH:19]=[CH:18][CH:17]=3, predict the reactants needed to synthesize it. The reactants are: [Br:1]N1C(=O)CCC1=O.[N:9]1[CH:14]=[CH:13][CH:12]=[CH:11][C:10]=1[N:15]1[C:27]2[CH:26]=[CH:25][CH:24]=[CH:23][C:22]=2[C:21]2[C:16]1=[CH:17][CH:18]=[CH:19][CH:20]=2. (5) Given the product [CH2:21]([O:20][C:18](=[O:19])[CH2:17][O:9][C:4]1[CH:5]=[CH:6][C:7]([S:24]([Cl:23])(=[O:26])=[O:25])=[CH:8][C:3]=1[CH2:1][CH3:2])[CH3:22], predict the reactants needed to synthesize it. The reactants are: [CH2:1]([C:3]1[CH:8]=[CH:7][CH:6]=[CH:5][C:4]=1[OH:9])[CH3:2].C(=O)([O-])[O-].[K+].[K+].Br[CH2:17][C:18]([O:20][CH2:21][CH3:22])=[O:19].[Cl:23][S:24](O)(=[O:26])=[O:25].